This data is from HIV replication inhibition screening data with 41,000+ compounds from the AIDS Antiviral Screen. The task is: Binary Classification. Given a drug SMILES string, predict its activity (active/inactive) in a high-throughput screening assay against a specified biological target. (1) The molecule is CC(=O)NNC(=S)NC=C(C(C)=O)C(=O)Nc1ccc([N+](=O)[O-])cc1. The result is 0 (inactive). (2) The drug is CCN(CC)CCCNc1cnnc2cc(Cl)ccc12. The result is 0 (inactive). (3) The molecule is COC(=O)C(Cc1c[nH]c2ccccc12)NC(=O)C(Cc1c[nH]c2ccccc12)NC(=O)C(Cc1c[nH]c2ccccc12)NC(=O)C(Cc1c[nH]c2ccccc12)NC(=O)C(Cc1c[nH]c2ccccc12)NC(=O)C(Cc1c[nH]c2ccccc12)NC(=O)C(Cc1c[nH]c2ccccc12)NC(=O)OC(C)(C)C. The result is 0 (inactive). (4) The drug is CN(C)NC(=S)NC12CC3CC(CC(C3)C1)C2. The result is 0 (inactive). (5) The compound is CCCCN1C(=O)C(=O)N(c2ccccc2C(F)(F)F)C1=O. The result is 0 (inactive).